Dataset: Reaction yield outcomes from USPTO patents with 853,638 reactions. Task: Predict the reaction yield, written as a fraction of the theoretical maximum amount of product (1.0 means a 100% yield; for example, 0.34 means a 34% yield). (1) The reactants are C[O:2][C:3](=[O:39])[C:4]1[CH:9]=[CH:8][C:7]([S:10]([C:29]2[CH:34]=[CH:33][C:32]([C:35]([CH3:38])([CH3:37])[CH3:36])=[CH:31][CH:30]=2)([C:12](=[O:28])[NH:13][C:14]2[CH:19]=[CH:18][C:17]([O:20][CH2:21][CH:22]3[CH2:27][CH2:26][CH2:25][CH2:24][CH2:23]3)=[CH:16][CH:15]=2)[CH3:11])=[CH:6][CH:5]=1.[Li+].[OH-].Cl. The catalyst is C1COCC1.CO.O. The product is [C:35]([C:32]1[CH:33]=[CH:34][C:29]([S:10]([C:12](=[O:28])[NH:13][C:14]2[CH:19]=[CH:18][C:17]([O:20][CH2:21][CH:22]3[CH2:23][CH2:24][CH2:25][CH2:26][CH2:27]3)=[CH:16][CH:15]=2)([CH3:11])[C:7]2[CH:8]=[CH:9][C:4]([C:3]([OH:39])=[O:2])=[CH:5][CH:6]=2)=[CH:30][CH:31]=1)([CH3:38])([CH3:36])[CH3:37]. The yield is 0.740. (2) The reactants are [CH3:1][C:2]1[O:3][C:4]2[C:5](=[C:7]([OH:11])[CH:8]=[CH:9][CH:10]=2)[N:6]=1.[CH2:12]([O:14][C:15](=[O:19])[C:16]#[C:17][CH3:18])[CH3:13].C(=O)([O-])[O-].[K+].[K+]. The catalyst is O1CCCC1. The product is [CH2:12]([O:14][C:15](=[O:19])/[CH:16]=[C:17](/[O:11][C:7]1[C:5]2[N:6]=[C:2]([CH3:1])[O:3][C:4]=2[CH:10]=[CH:9][CH:8]=1)\[CH3:18])[CH3:13]. The yield is 0.560. (3) The reactants are [F:1][C:2]1[CH:7]=[CH:6][C:5]([CH2:8][C:9](Cl)=[O:10])=[CH:4][CH:3]=1.[S-:12][C:13]#[N:14].[K+].[NH2:16][C:17]1[CH:38]=[CH:37][C:20]([O:21][C:22]2[CH:27]=[CH:26][N:25]=[C:24]([NH:28][C:29]([N:31]3[CH2:36][CH2:35][O:34][CH2:33][CH2:32]3)=[O:30])[CH:23]=2)=[C:19]([CH3:39])[CH:18]=1.C(O)C. The catalyst is C(#N)C.C(OCC)C. The product is [CH3:39][C:19]1[CH:18]=[C:17]([NH:16][C:13]([NH:14][C:9](=[O:10])[CH2:8][C:5]2[CH:6]=[CH:7][C:2]([F:1])=[CH:3][CH:4]=2)=[S:12])[CH:38]=[CH:37][C:20]=1[O:21][C:22]1[CH:27]=[CH:26][N:25]=[C:24]([NH:28][C:29]([N:31]2[CH2:36][CH2:35][O:34][CH2:33][CH2:32]2)=[O:30])[CH:23]=1. The yield is 0.110. (4) The reactants are S(S([O-])=O)([O-])=O.[Na+].[Na+].[Cl:9][C:10]1[CH:11]=[CH:12][C:13]([S:31]([CH2:34][CH3:35])(=[O:33])=[O:32])=[C:14]([CH:30]=1)[NH:15][N:16]1[C:25](=[O:26])[C:24]2[C:19](=[CH:20][CH:21]=[C:22]([N+:27]([O-])=O)[CH:23]=2)[N:18]=[CH:17]1.O.C(OCC)(=O)C. The catalyst is C1COCC1.O. The product is [NH2:27][C:22]1[CH:23]=[C:24]2[C:19](=[CH:20][CH:21]=1)[N:18]=[CH:17][N:16]([NH:15][C:14]1[CH:30]=[C:10]([Cl:9])[CH:11]=[CH:12][C:13]=1[S:31]([CH2:34][CH3:35])(=[O:33])=[O:32])[C:25]2=[O:26]. The yield is 0.410. (5) The reactants are [CH3:1][O:2][C:3]1[CH:8]=[CH:7][C:6]([CH2:9][N:10]2[C:15](=[O:16])[C:14]([CH2:17][CH2:18][C:19](OCCCC)=[O:20])=[CH:13][C:12](=[O:26])[NH:11]2)=[CH:5][CH:4]=1.[H-].[Al+3].[Li+].[H-].[H-].[H-].Cl. The catalyst is C1COCC1. The product is [OH:20][CH2:19][CH2:18][CH2:17][C:14]1[C:15](=[O:16])[N:10]([CH2:9][C:6]2[CH:5]=[CH:4][C:3]([O:2][CH3:1])=[CH:8][CH:7]=2)[NH:11][C:12](=[O:26])[CH:13]=1. The yield is 0.670. (6) The reactants are [CH3:1][S:2]([C:5]1[CH:10]=[CH:9][C:8]([C:11]([N:13]2[CH2:19][C:18]3[CH:20]=[C:21]([C:24]4[CH:25]=[CH:26][C:27]5[N:31]=[C:30](SC)[NH:29][C:28]=5[CH:34]=4)[CH:22]=[CH:23][C:17]=3[O:16][CH2:15][CH2:14]2)=[O:12])=[CH:7][CH:6]=1)(=[O:4])=[O:3].[NH:35]([CH3:37])[CH3:36]. No catalyst specified. The product is [CH3:36][N:35]([CH3:37])[C:30]1[NH:29][C:28]2[CH:34]=[C:24]([C:21]3[CH:22]=[CH:23][C:17]4[O:16][CH2:15][CH2:14][N:13]([C:11]([C:8]5[CH:9]=[CH:10][C:5]([S:2]([CH3:1])(=[O:4])=[O:3])=[CH:6][CH:7]=5)=[O:12])[CH2:19][C:18]=4[CH:20]=3)[CH:25]=[CH:26][C:27]=2[N:31]=1. The yield is 0.100.